Dataset: Forward reaction prediction with 1.9M reactions from USPTO patents (1976-2016). Task: Predict the product of the given reaction. (1) The product is: [CH2:1]([O:3][C:4]([C:6]1[CH:7]=[N:8][C:9]([Cl:13])=[CH:10][C:11]=1[NH:19][CH2:18][C:17]1[CH:16]=[C:15]([F:14])[CH:22]=[C:21]([F:23])[CH:20]=1)=[O:5])[CH3:2]. Given the reactants [CH2:1]([O:3][C:4]([C:6]1[CH:7]=[N:8][C:9]([Cl:13])=[CH:10][C:11]=1Cl)=[O:5])[CH3:2].[F:14][C:15]1[CH:16]=[C:17]([CH:20]=[C:21]([F:23])[CH:22]=1)[CH2:18][NH2:19], predict the reaction product. (2) Given the reactants [Br:1][C:2]1[N:3]=[C:4]([C@@H:12]2[CH2:20][CH2:19][C@@H:18]3[N:14]([C:15](=[O:21])[CH2:16][CH2:17]3)[CH2:13]2)[N:5]2[CH:10]=[CH:9][N:8]=[C:7](Cl)[C:6]=12.[NH3:22], predict the reaction product. The product is: [NH2:22][C:7]1[C:6]2[N:5]([C:4]([C@@H:12]3[CH2:20][CH2:19][C@@H:18]4[N:14]([C:15](=[O:21])[CH2:16][CH2:17]4)[CH2:13]3)=[N:3][C:2]=2[Br:1])[CH:10]=[CH:9][N:8]=1.